Dataset: Forward reaction prediction with 1.9M reactions from USPTO patents (1976-2016). Task: Predict the product of the given reaction. The product is: [NH2:23][C:17](=[O:18])[C@@H:9]([N:8]([CH3:20])[C:6](=[O:7])[O:5][C:2]([CH3:4])([CH3:3])[CH3:1])[CH2:10][CH:11]1[CH2:16][CH2:15][O:14][CH2:13][CH2:12]1. Given the reactants [CH3:1][C:2]([O:5][C:6]([N:8]([CH3:20])[C@H:9]([C:17](O)=[O:18])[CH2:10][CH:11]1[CH2:16][CH2:15][O:14][CH2:13][CH2:12]1)=[O:7])([CH3:4])[CH3:3].C([N:23](CC)CC)C.ClC(OCC)=O.[OH-].[NH4+], predict the reaction product.